This data is from Full USPTO retrosynthesis dataset with 1.9M reactions from patents (1976-2016). The task is: Predict the reactants needed to synthesize the given product. (1) Given the product [NH2:1][C:2]1[C:7]([F:8])=[C:6]([C:20]([O:22][CH2:23][CH3:24])=[CH2:21])[N:5]=[C:4]([C:10]([O:12][CH3:13])=[O:11])[C:3]=1[Cl:14], predict the reactants needed to synthesize it. The reactants are: [NH2:1][C:2]1[C:7]([F:8])=[C:6](Cl)[N:5]=[C:4]([C:10]([O:12][CH3:13])=[O:11])[C:3]=1[Cl:14].C([Sn](CCCC)(CCCC)[C:20]([O:22][CH2:23][CH3:24])=[CH2:21])CCC. (2) Given the product [OH:9][C:8]1[CH:10]=[C:11]2[C:4](=[CH:5][C:6]=1[OH:7])[NH:3][CH:2]=[CH:1]2, predict the reactants needed to synthesize it. The reactants are: [CH2:1]1[C:11]2[C:4](=[CH:5][C:6]([C:8]([CH:10]=2)=[O:9])=[O:7])[NH:3][CH:2]1C(O)=O.OC1C=C2C(=CC=1O)NC(C(O)=O)=C2. (3) Given the product [CH3:1][N:2]([C:4]1[CH:9]=[CH:8][C:7]([C:10]([F:13])([F:12])[F:11])=[CH:6][C:5]=1[N+:14]([O-:16])=[O:15])[N:3]=[CH:20][C:19]1[CH:22]=[CH:23][C:24]([OH:27])=[C:25]([OH:26])[C:18]=1[OH:17], predict the reactants needed to synthesize it. The reactants are: [CH3:1][N:2]([C:4]1[CH:9]=[CH:8][C:7]([C:10]([F:13])([F:12])[F:11])=[CH:6][C:5]=1[N+:14]([O-:16])=[O:15])[NH2:3].[OH:17][C:18]1[C:25]([OH:26])=[C:24]([OH:27])[CH:23]=[CH:22][C:19]=1[CH:20]=O. (4) Given the product [OH:6][CH2:5][C:4]1[C:3]([CH3:10])=[C:2]([CH:9]=[CH:8][CH:7]=1)[O:1][CH2:18][C:19]([O:21][CH:22]([CH3:24])[CH3:23])=[O:20], predict the reactants needed to synthesize it. The reactants are: [OH:1][C:2]1[C:3]([CH3:10])=[C:4]([CH:7]=[CH:8][CH:9]=1)[CH2:5][OH:6].C([O-])([O-])=O.[K+].[K+].Br[CH2:18][C:19]([O:21][CH:22]([CH3:24])[CH3:23])=[O:20]. (5) Given the product [F:27][C:28]1[CH:29]=[C:30]([C:31]([N:16]2[CH2:17][CH2:18][CH2:19][C@H:14]([C:11]3[N:10]=[C:9]([C:6]4[CH:5]=[CH:4][C:3]([F:2])=[CH:8][N:7]=4)[O:13][N:12]=3)[CH2:15]2)=[O:32])[CH:34]=[CH:35][C:36]=1[F:37], predict the reactants needed to synthesize it. The reactants are: Cl.[F:2][C:3]1[CH:4]=[CH:5][C:6]([C:9]2[O:13][N:12]=[C:11]([C@H:14]3[CH2:19][CH2:18][CH2:17][NH:16][CH2:15]3)[N:10]=2)=[N:7][CH:8]=1.C(N(CC)CC)C.[F:27][C:28]1[CH:29]=[C:30]([CH:34]=[CH:35][C:36]=1[F:37])[C:31](Cl)=[O:32]. (6) Given the product [C:1]([O:5][C:6](=[O:19])[NH:7][CH2:8][C@@H:9]1[CH2:11][C@H:10]1[C:12]1[CH:17]=[CH:16][CH:15]=[CH:14][C:13]=1[NH:18][C:20](=[O:27])[C:21]1[CH:26]=[CH:25][CH:24]=[CH:23][CH:22]=1)([CH3:4])([CH3:2])[CH3:3], predict the reactants needed to synthesize it. The reactants are: [C:1]([O:5][C:6](=[O:19])[NH:7][CH2:8][C@@H:9]1[CH2:11][C@H:10]1[C:12]1[CH:17]=[CH:16][CH:15]=[CH:14][C:13]=1[NH2:18])([CH3:4])([CH3:3])[CH3:2].[C:20](Cl)(=[O:27])[C:21]1[CH:26]=[CH:25][CH:24]=[CH:23][CH:22]=1. (7) Given the product [ClH:14].[O:15]1[CH2:20][CH2:19][NH:18][C:17]2[N:21]=[CH:22][C:23](/[CH:25]=[CH:26]/[C:27]([N:2]([CH3:1])[CH2:3][C:4]3[C:8]4[CH:9]=[CH:10][CH:11]=[CH:12][C:7]=4[O:6][C:5]=3[CH3:13])=[O:29])=[CH:24][C:16]1=2, predict the reactants needed to synthesize it. The reactants are: [CH3:1][NH:2][CH2:3][C:4]1[C:8]2[CH:9]=[CH:10][CH:11]=[CH:12][C:7]=2[O:6][C:5]=1[CH3:13].[ClH:14].[O:15]1[CH2:20][CH2:19][NH:18][C:17]2[N:21]=[CH:22][C:23]([CH:25]=[CH:26][C:27]([OH:29])=O)=[CH:24][C:16]1=2.ON1C2C=CC=CC=2N=N1.C(N(C(C)C)CC)(C)C.CN(C)CCCN=C=NCC.Cl. (8) Given the product [CH2:30]([O:32][C:33]1[CH:38]=[CH:37][C:36]([C:39]2[Se:43][C:42]([CH:44]=[CH:2][CH2:3][CH3:4])=[CH:41][CH:40]=2)=[C:35]([F:46])[C:34]=1[F:47])[CH3:31], predict the reactants needed to synthesize it. The reactants are: [Br-].[CH2:2]([P+](C1C=CC=CC=1)(C1C=CC=CC=1)C1C=CC=CC=1)[CH2:3][CH3:4].CC(C)([O-])C.[K+].[CH2:30]([O:32][C:33]1[CH:38]=[CH:37][C:36]([C:39]2[Se:43][C:42]([CH:44]=O)=[CH:41][CH:40]=2)=[C:35]([F:46])[C:34]=1[F:47])[CH3:31].Cl. (9) Given the product [CH:30]1([N:34]2[CH2:40][CH2:39][C:38]3[S:41][C:42]([CH:44]4[CH2:49][CH2:48][N:47]([C:8]([C:7]5[C:2]([CH3:1])=[N:3][CH:4]=[CH:5][CH:6]=5)=[O:10])[CH2:46][CH2:45]4)=[N:43][C:37]=3[CH2:36][CH2:35]2)[CH2:31][CH2:32][CH2:33]1, predict the reactants needed to synthesize it. The reactants are: [CH3:1][C:2]1[C:7]([C:8]([OH:10])=O)=[CH:6][CH:5]=[CH:4][N:3]=1.N1(O)C2C=CC=CC=2N=N1.C1(N=C=N)CCCCC1.[CH:30]1([N:34]2[CH2:40][CH2:39][C:38]3[S:41][C:42]([CH:44]4[CH2:49][CH2:48][NH:47][CH2:46][CH2:45]4)=[N:43][C:37]=3[CH2:36][CH2:35]2)[CH2:33][CH2:32][CH2:31]1.